From a dataset of Catalyst prediction with 721,799 reactions and 888 catalyst types from USPTO. Predict which catalyst facilitates the given reaction. (1) Reactant: O[CH:2](O)[CH2:3][N:4]1[CH:9]=[CH:8][C:7]2[O:10][C:11]([CH3:13])=[CH:12][C:6]=2[C:5]1=[O:14].C(O)(=O)C.[CH2:20]([N:22]1[C:28](=[O:29])[C:27]([CH3:31])([CH3:30])[C:26](=[O:32])[N:25]([CH3:33])[C:24]2[CH:34]=[C:35]([CH2:38][NH:39][CH2:40][C:41]3[CH:46]=[CH:45][N:44]=[CH:43][CH:42]=3)[CH:36]=[CH:37][C:23]1=2)[CH3:21].C(O[BH-](OC(=O)C)OC(=O)C)(=O)C.[Na+]. The catalyst class is: 26. Product: [CH2:20]([N:22]1[C:28](=[O:29])[C:27]([CH3:31])([CH3:30])[C:26](=[O:32])[N:25]([CH3:33])[C:24]2[CH:34]=[C:35]([CH2:38][N:39]([CH2:2][CH2:3][N:4]3[CH:9]=[CH:8][C:7]4[O:10][C:11]([CH3:13])=[CH:12][C:6]=4[C:5]3=[O:14])[CH2:40][C:41]3[CH:42]=[CH:43][N:44]=[CH:45][CH:46]=3)[CH:36]=[CH:37][C:23]1=2)[CH3:21]. (2) Reactant: [CH3:1][CH2:2][C:3]([NH:5][S:6]([C:9]1[CH:10]=[CH:11][C:12]([C:15]2[C:19]([C:20]3[CH:21]=[CH:22][CH:23]=[CH:24][CH:25]=3)=[N:18][O:17][C:16]=2[CH3:26])=[CH:13][CH:14]=1)(=[O:8])=[O:7])=[O:4].[OH-].[Na+:28]. Product: [CH3:1][CH2:2][C:3]([N-:5][S:6]([C:9]1[CH:14]=[CH:13][C:12]([C:15]2[C:19]([C:20]3[CH:25]=[CH:24][CH:23]=[CH:22][CH:21]=3)=[N:18][O:17][C:16]=2[CH3:26])=[CH:11][CH:10]=1)(=[O:8])=[O:7])=[O:4].[Na+:28]. The catalyst class is: 282. (3) The catalyst class is: 8. Reactant: [NH3:1].Cl[C:3]1[C:12]2[C:7](=[CH:8][CH:9]=[C:10]([O:13][CH3:14])[CH:11]=2)[CH:6]=[CH:5][N:4]=1. Product: [CH3:14][O:13][C:10]1[CH:11]=[C:12]2[C:7]([CH:6]=[CH:5][N:4]=[C:3]2[NH2:1])=[CH:8][CH:9]=1. (4) Reactant: [C:1]12([O:9][C:8]3[CH:10]=[CH:11][CH:12]=[CH:13][C:7]=3[O:6]1)[CH2:5][CH2:4][CH2:3][CH2:2]2.[N+:14]([O-])(O)=O. Product: [C:1]12([O:6][C:7]3[CH:13]=[CH:12][C:11]([NH2:14])=[CH:10][C:8]=3[O:9]1)[CH2:2][CH2:3][CH2:4][CH2:5]2. The catalyst class is: 46. (5) Reactant: [CH3:1][O:2][C:3]1[CH:4]=[C:5]2[O:9][C:8]([C:10]3[N:11]=[C:12]4[N:16]([CH:17]=3)[N:15]=[C:14]([O:18][CH3:19])[S:13]4)=[CH:7][C:6]2=[C:20]([OH:22])[CH:21]=1.O[CH2:24][C:25]1[N:26]=[C:27]([CH:30]2[CH2:35][CH2:34][N:33]([C:36]([O:38][C:39]([CH3:42])([CH3:41])[CH3:40])=[O:37])[CH2:32][CH2:31]2)[S:28][CH:29]=1.C(P(CCCC)CCCC)CCC.C1CCN(C(N=NC(N2CCCCC2)=O)=O)CC1. Product: [CH3:1][O:2][C:3]1[CH:21]=[C:20]([O:22][CH2:24][C:25]2[N:26]=[C:27]([CH:30]3[CH2:31][CH2:32][N:33]([C:36]([O:38][C:39]([CH3:42])([CH3:41])[CH3:40])=[O:37])[CH2:34][CH2:35]3)[S:28][CH:29]=2)[C:6]2[CH:7]=[C:8]([C:10]3[N:11]=[C:12]4[N:16]([CH:17]=3)[N:15]=[C:14]([O:18][CH3:19])[S:13]4)[O:9][C:5]=2[CH:4]=1. The catalyst class is: 1. (6) Reactant: C1(C2C=CC=CC=2)C=CC(C2CC(OC)OC2OC)=CC=1.[CH3:22][O:23][CH:24]1[C:28]([C:29]2[CH:34]=[CH:33][C:32]([C:35]3[CH:40]=[CH:39][N:38]=[CH:37][CH:36]=3)=[CH:31][CH:30]=2)=[CH:27][CH:26]([O:41][CH3:42])[O:25]1. Product: [CH3:22][O:23][CH:24]1[CH:28]([C:29]2[CH:30]=[CH:31][C:32]([C:35]3[CH:36]=[CH:37][N:38]=[CH:39][CH:40]=3)=[CH:33][CH:34]=2)[CH2:27][CH:26]([O:41][CH3:42])[O:25]1. The catalyst class is: 5. (7) Reactant: Br[C:2]1[C:3]([O:20][CH3:21])=[C:4]([CH:10]([NH:12][C:13](=[O:19])[O:14][C:15]([CH3:18])([CH3:17])[CH3:16])[CH3:11])[CH:5]=[C:6]([Cl:9])[C:7]=1[CH3:8].C([O-])(=O)C.[K+].[CH3:27][C:28]1([CH3:44])[C:32]([CH3:34])([CH3:33])[O:31][B:30]([B:30]2[O:31][C:32]([CH3:34])([CH3:33])[C:28]([CH3:44])([CH3:27])[O:29]2)[O:29]1.CS(C)=O.ClCCl. Product: [Cl:9][C:6]1[C:7]([CH3:8])=[C:2]([B:30]2[O:31][C:32]([CH3:34])([CH3:33])[C:28]([CH3:44])([CH3:27])[O:29]2)[C:3]([O:20][CH3:21])=[C:4]([CH:10]([NH:12][C:13](=[O:19])[O:14][C:15]([CH3:18])([CH3:17])[CH3:16])[CH3:11])[CH:5]=1. The catalyst class is: 140.